Dataset: Reaction yield outcomes from USPTO patents with 853,638 reactions. Task: Predict the reaction yield, written as a fraction of the theoretical maximum amount of product (1.0 means a 100% yield; for example, 0.34 means a 34% yield). (1) The reactants are C[O:2][C:3]([C:5]1[N:6]([CH3:35])[CH:7]=[C:8]([NH:10][C:11]([C:13]2[CH:14]=[C:15]3[C:19](=[CH:20][CH:21]=2)[NH:18][C:17]([C:22](=[O:34])[NH:23][C:24]2[CH:28]=[C:27]([C:29]([O:31]C)=[O:30])[N:26]([CH3:33])[CH:25]=2)=[CH:16]3)=[O:12])[CH:9]=1)=[O:4].[OH-].[Na+]. The catalyst is O.CO. The product is [OH:31][C:29]([C:27]1[N:26]([CH3:33])[CH:25]=[C:24]([NH:23][C:22]([C:17]2[NH:18][C:19]3[C:15]([CH:16]=2)=[CH:14][C:13]([C:11]([NH:10][C:8]2[CH:9]=[C:5]([C:3]([OH:4])=[O:2])[N:6]([CH3:35])[CH:7]=2)=[O:12])=[CH:21][CH:20]=3)=[O:34])[CH:28]=1)=[O:30]. The yield is 0.870. (2) The reactants are [C:1]([C:4]1[CH:5]=[C:6]([C:24]2[CH2:25][CH2:26][N:27]([C:30]([O:32][C:33]([CH3:36])([CH3:35])[CH3:34])=[O:31])[CH2:28][CH:29]=2)[CH:7]=[N:8][C:9]=1[O:10][C:11]1[CH:16]=[CH:15][C:14]([O:17][C:18]2[CH:23]=[CH:22][CH:21]=[CH:20][CH:19]=2)=[CH:13][CH:12]=1)(=[O:3])[NH2:2]. The catalyst is CO.[Pd]. The product is [C:1]([C:4]1[CH:5]=[C:6]([CH:24]2[CH2:29][CH2:28][N:27]([C:30]([O:32][C:33]([CH3:36])([CH3:35])[CH3:34])=[O:31])[CH2:26][CH2:25]2)[CH:7]=[N:8][C:9]=1[O:10][C:11]1[CH:12]=[CH:13][C:14]([O:17][C:18]2[CH:23]=[CH:22][CH:21]=[CH:20][CH:19]=2)=[CH:15][CH:16]=1)(=[O:3])[NH2:2]. The yield is 0.690. (3) The reactants are [Br:1][C:2]1[CH:10]=[CH:9][CH:8]=[C:7]2[C:3]=1[CH2:4][CH2:5][C:6]2=O.Cl.[CH3:13][NH2:14]. No catalyst specified. The product is [Br:1][C:2]1[CH:10]=[CH:9][CH:8]=[C:7]2[C:3]=1[CH2:4][CH2:5][CH:6]2[NH:14][CH3:13]. The yield is 0.750. (4) The reactants are [Cl:1][C:2]1[CH:8]=[CH:7][CH:6]=[CH:5][C:3]=1[NH2:4].[Br:9][C:10]1[C:11]([F:21])=[C:12]([F:20])[C:13](F)=[C:14]([CH:18]=1)[C:15]([OH:17])=[O:16].[Li+].C[Si]([N-][Si](C)(C)C)(C)C. The catalyst is C1COCC1. The product is [Br:9][C:10]1[C:11]([F:21])=[C:12]([F:20])[C:13]([NH:4][C:3]2[CH:5]=[CH:6][CH:7]=[CH:8][C:2]=2[Cl:1])=[C:14]([CH:18]=1)[C:15]([OH:17])=[O:16]. The yield is 0.896. (5) The reactants are Br[C:2]1[CH:9]=[CH:8][CH:7]=[CH:6][C:3]=1[C:4]#[N:5].[NH2:10][C:11]1[CH:16]=[CH:15][CH:14]=[CH:13][CH:12]=1.CC1(C)C2C(=C(P(C3C=CC=CC=3)C3C=CC=CC=3)C=CC=2)OC2C(P(C3C=CC=CC=3)C3C=CC=CC=3)=CC=CC1=2.C(=O)([O-])[O-].[Cs+].[Cs+]. The catalyst is O1CCOCC1.C1C=CC(/C=C/C(/C=C/C2C=CC=CC=2)=O)=CC=1.C1C=CC(/C=C/C(/C=C/C2C=CC=CC=2)=O)=CC=1.C1C=CC(/C=C/C(/C=C/C2C=CC=CC=2)=O)=CC=1.[Pd].[Pd]. The product is [C:11]1([NH:10][C:2]2[CH:9]=[CH:8][CH:7]=[CH:6][C:3]=2[C:4]#[N:5])[CH:16]=[CH:15][CH:14]=[CH:13][CH:12]=1. The yield is 0.810.